From a dataset of Catalyst prediction with 721,799 reactions and 888 catalyst types from USPTO. Predict which catalyst facilitates the given reaction. Reactant: [NH2:1][C:2]1[CH:7]=[CH:6][C:5]([NH:8][C:9](=[O:28])[NH:10][C:11]2[CH:27]=[CH:26][C:14]([O:15][C:16]3[CH:21]=[CH:20][N:19]=[C:18]([C:22]([NH:24][CH3:25])=[O:23])[CH:17]=3)=[CH:13][CH:12]=2)=[CH:4][C:3]=1[C:29]([F:32])([F:31])[F:30].CCN(CC)CC.[Cl:40][CH2:41][C:42](Cl)=[O:43]. Product: [Cl:40][CH2:41][C:42]([NH:1][C:2]1[CH:7]=[CH:6][C:5]([NH:8][C:9](=[O:28])[NH:10][C:11]2[CH:27]=[CH:26][C:14]([O:15][C:16]3[CH:21]=[CH:20][N:19]=[C:18]([C:22]([NH:24][CH3:25])=[O:23])[CH:17]=3)=[CH:13][CH:12]=2)=[CH:4][C:3]=1[C:29]([F:32])([F:30])[F:31])=[O:43]. The catalyst class is: 1.